From a dataset of Reaction yield outcomes from USPTO patents with 853,638 reactions. Predict the reaction yield, written as a fraction of the theoretical maximum amount of product (1.0 means a 100% yield; for example, 0.34 means a 34% yield). (1) The reactants are O[C:2]([CH3:6])([CH3:5])[C:3]#[N:4].[C:7]1([C@@H:13]([NH2:15])[CH3:14])[CH:12]=[CH:11][CH:10]=[CH:9][CH:8]=1. The catalyst is CO. The product is [CH3:5][C:2]([NH:15][C@H:13]([C:7]1[CH:12]=[CH:11][CH:10]=[CH:9][CH:8]=1)[CH3:14])([CH3:6])[C:3]#[N:4]. The yield is 0.470. (2) The reactants are ON=[C:3]1[CH2:15][C:5]2([C:13]3[C:8](=[CH:9][CH:10]=[CH:11][CH:12]=3)[NH:7][C:6]2=[O:14])[CH2:4]1.[NH3:16]. The catalyst is CO.[Ni]. The product is [NH2:16][N:7]1[C:8]2[C:13](=[CH:12][CH:11]=[CH:10][CH:9]=2)[C:5]2([CH2:15][CH2:3][CH2:4]2)[C:6]1=[O:14]. The yield is 0.850. (3) The reactants are [C:1]([C:3]1[CH:4]=[N:5][CH:6]=[CH:7][CH:8]=1)#[CH:2].[N:9]1[CH:14]=[CH:13][CH:12]=[CH:11][C:10]=1[CH2:15][O:16][C:17]1[CH:22]=[CH:21][C:20]([CH2:23][C:24](Cl)=[N:25][OH:26])=[CH:19][CH:18]=1.C(N(CC)CC)C. The catalyst is O1CCCC1. The product is [N:9]1[CH:14]=[CH:13][CH:12]=[CH:11][C:10]=1[CH2:15][O:16][C:17]1[CH:22]=[CH:21][C:20]([CH2:23][C:24]2[CH:2]=[C:1]([C:3]3[CH:4]=[N:5][CH:6]=[CH:7][CH:8]=3)[O:26][N:25]=2)=[CH:19][CH:18]=1. The yield is 0.430.